This data is from Full USPTO retrosynthesis dataset with 1.9M reactions from patents (1976-2016). The task is: Predict the reactants needed to synthesize the given product. Given the product [CH2:10]([N:4]1[C:3](=[O:7])[S:2][S:1][C:5]1=[O:6])[CH:9]=[CH2:8], predict the reactants needed to synthesize it. The reactants are: [S:1]1[C:5](=[O:6])[NH:4][C:3](=[O:7])[S:2]1.[CH2:8](Br)[CH:9]=[CH2:10].C(=O)([O-])[O-].[K+].[K+].